Dataset: Full USPTO retrosynthesis dataset with 1.9M reactions from patents (1976-2016). Task: Predict the reactants needed to synthesize the given product. (1) Given the product [CH3:10][NH:1][C:2]1[CH:9]=[CH:8][C:5]([C:6]#[N:7])=[CH:4][CH:3]=1, predict the reactants needed to synthesize it. The reactants are: [NH2:1][C:2]1[CH:9]=[CH:8][C:5]([C:6]#[N:7])=[CH:4][CH:3]=1.[CH3:10]I. (2) The reactants are: [Cl:1][C:2]1[CH:7]=[CH:6][C:5]([CH:8]2[N:12]([C:13]3[CH:18]=[CH:17][CH:16]=[C:15]([Cl:19])[CH:14]=3)[N:11]=[C:10]([C:20]3[S:21][CH:22]=[CH:23][C:24]=3[Cl:25])[CH2:9]2)=[CH:4][CH:3]=1.ClC1C=C(NN)C=CC=1. Given the product [Cl:1][C:2]1[CH:7]=[CH:6][C:5]([C:8]2[N:12]([C:13]3[CH:18]=[CH:17][CH:16]=[C:15]([Cl:19])[CH:14]=3)[N:11]=[C:10]([C:20]3[S:21][CH:22]=[CH:23][C:24]=3[Cl:25])[CH:9]=2)=[CH:4][CH:3]=1, predict the reactants needed to synthesize it. (3) Given the product [C:25]([C:10]1([OH:14])[C:11]2([CH3:19])[CH:12]([CH2:13]2)[C:4]2([O:5][CH:6]([CH3:7])[CH:2]([CH3:1])[O:3]2)[CH:8]=[C:9]1[CH3:15])#[CH:26], predict the reactants needed to synthesize it. The reactants are: [CH3:1][CH:2]1[CH:6]([CH3:7])[O:5][C:4]2([CH:12]=[C:11]([CH3:13])[C:10](=[O:14])[C:9]([CH3:15])=[CH:8]2)[O:3]1.[H-].[Na+].[I-].[CH3:19][S+](C)(C)=O.O1CC[CH2:26][CH2:25]1. (4) The reactants are: Cl[CH2:2][CH2:3][N:4]([C:12](=[O:24])[C@H:13]([OH:23])[C@@H:14]([OH:22])[C:15]([O:17][C:18]([CH3:21])([CH3:20])[CH3:19])=[O:16])[C:5]1[CH:10]=[CH:9][C:8]([F:11])=[CH:7][CH:6]=1.CN(C=O)C. Given the product [F:11][C:8]1[CH:9]=[CH:10][C:5]([N:4]2[CH2:3][CH2:2][O:23][C@H:13]([C@@H:14]([OH:22])[C:15]([O:17][C:18]([CH3:21])([CH3:20])[CH3:19])=[O:16])[C:12]2=[O:24])=[CH:6][CH:7]=1, predict the reactants needed to synthesize it.